From a dataset of Catalyst prediction with 721,799 reactions and 888 catalyst types from USPTO. Predict which catalyst facilitates the given reaction. (1) Reactant: [CH3:1][N:2]1[CH2:20][CH2:19][C:5]2[N:6]([CH2:14][CH2:15][C:16]([OH:18])=O)[C:7]3[CH:8]=[CH:9][C:10]([CH3:13])=[CH:11][C:12]=3[C:4]=2[CH2:3]1.CCN=C=NCCCN(C)C.[CH:32]1([CH2:38][NH2:39])[CH2:37][CH2:36][CH2:35][CH2:34][CH2:33]1. Product: [CH:32]1([CH2:38][NH:39][C:16](=[O:18])[CH2:15][CH2:14][N:6]2[C:7]3[CH:8]=[CH:9][C:10]([CH3:13])=[CH:11][C:12]=3[C:4]3[CH2:3][N:2]([CH3:1])[CH2:20][CH2:19][C:5]2=3)[CH2:37][CH2:36][CH2:35][CH2:34][CH2:33]1. The catalyst class is: 4. (2) Reactant: [N:1]1[C:10]2[CH2:9][CH2:8][CH2:7][CH2:6][C:5]=2[CH:4]=[C:3]([CH:11]=O)[CH:2]=1.[NH:13]1[CH2:18][CH2:17][O:16][CH2:15][CH2:14]1.[BH-](OC(C)=O)(OC(C)=O)OC(C)=O.[Na+]. Product: [N:13]1([CH2:11][C:3]2[CH:2]=[N:1][C:10]3[CH2:9][CH2:8][CH2:7][CH2:6][C:5]=3[CH:4]=2)[CH2:18][CH2:17][O:16][CH2:15][CH2:14]1. The catalyst class is: 26.